Dataset: Reaction yield outcomes from USPTO patents with 853,638 reactions. Task: Predict the reaction yield, written as a fraction of the theoretical maximum amount of product (1.0 means a 100% yield; for example, 0.34 means a 34% yield). (1) The reactants are [OH:1][C:2]1[CH:7]=[CH:6][C:5](/[CH:8]=[CH:9]/[C:10](=[O:25])[CH2:11][C:12](=[O:24])/[CH:13]=[CH:14]/[C:15]2[CH:20]=[CH:19][C:18]([OH:21])=[C:17]([O:22][CH3:23])[CH:16]=2)=[CH:4][C:3]=1[O:26][CH3:27].[C:28]([O-])([O-])=O.[K+].[K+].COS(=O)(=O)OC. The catalyst is CC(C)=O.O. The product is [CH3:27][O:26][C:3]1[CH:4]=[C:5](/[CH:8]=[CH:9]/[C:10](=[O:25])[CH2:11][C:12](=[O:24])/[CH:13]=[CH:14]/[C:15]2[CH:20]=[CH:19][C:18]([OH:21])=[C:17]([O:22][CH3:23])[CH:16]=2)[CH:6]=[CH:7][C:2]=1[O:1][CH3:28]. The yield is 0.440. (2) The reactants are C([C@@:3]([C:12]([O-])=O)([OH:11])[C@@:4]([CH2:9][CH3:10])(O)[C:5]([O-:7])=O)C.[C:15]([NH:34][C@@H]1CC(CO)=CC1)([C:28]1[CH:33]=[CH:32][CH:31]=[CH:30][CH:29]=1)([C:22]1[CH:27]=[CH:26][CH:25]=[CH:24][CH:23]=1)[C:16]1[CH:21]=[CH:20][CH:19]=[CH:18][CH:17]=1.C(OO)(C)(C)C. The catalyst is C(Cl)Cl.CC(C)[O-].[Ti+4].CC(C)[O-].CC(C)[O-].CC(C)[O-]. The product is [C:15]([NH:34][C@H:10]1[CH2:12][C@H:3]2[C@:4]([CH2:5][OH:7])([O:11]2)[CH2:9]1)([C:22]1[CH:23]=[CH:24][CH:25]=[CH:26][CH:27]=1)([C:28]1[CH:33]=[CH:32][CH:31]=[CH:30][CH:29]=1)[C:16]1[CH:17]=[CH:18][CH:19]=[CH:20][CH:21]=1. The yield is 0.890. (3) The yield is 0.710. The reactants are [CH3:1][O:2][C:3](=[O:13])[C:4]1[C:9](Br)=[C:8]([NH2:11])[CH:7]=[CH:6][C:5]=1[Cl:12].[C:14](=O)([O-])[O-].[K+].[K+].CB1OB(C)OB(C)O1. The catalyst is O1CCOCC1.O.C1C=CC(P(C2C=CC=CC=2)[C-]2C=CC=C2)=CC=1.C1C=CC(P(C2C=CC=CC=2)[C-]2C=CC=C2)=CC=1.Cl[Pd]Cl.[Fe+2]. The product is [CH3:1][O:2][C:3](=[O:13])[C:4]1[CH:9]=[C:8]([NH2:11])[C:7]([CH3:14])=[CH:6][C:5]=1[Cl:12]. (4) The reactants are FC(F)(F)C1C=C(NC(=O)NC2C=CC(C3SC(CCC(O)=O)=NC=3)=CC=2)C=CC=1.[F:31][C:32]1[CH:37]=[C:36]([F:38])[CH:35]=[CH:34][C:33]=1[NH:39][C:40](=[O:63])[NH:41][C:42]1[CH:47]=[CH:46][C:45]([C:48]2[S:52][C:51]([CH:53]3[CH2:58][CH2:57][CH:56]([C:59]([O:61]C)=[O:60])[CH2:55][CH2:54]3)=[N:50][CH:49]=2)=[CH:44][CH:43]=1. No catalyst specified. The product is [F:31][C:32]1[CH:37]=[C:36]([F:38])[CH:35]=[CH:34][C:33]=1[NH:39][C:40](=[O:63])[NH:41][C:42]1[CH:43]=[CH:44][C:45]([C:48]2[S:52][C:51]([CH:53]3[CH2:54][CH2:55][CH:56]([C:59]([OH:61])=[O:60])[CH2:57][CH2:58]3)=[N:50][CH:49]=2)=[CH:46][CH:47]=1. The yield is 0.700. (5) The reactants are [ClH:1].[O:2]1[C:6]2[CH:7]=[CH:8][C:9]([CH:11]([CH2:18][C:19]3[O:23][N:22]=[C:21]([CH2:24][CH2:25][CH2:26][CH2:27][NH:28][C:29](=[NH:31])[CH3:30])[N:20]=3)[CH2:12][C:13]([O:15]CC)=[O:14])=[CH:10][C:5]=2[O:4][CH2:3]1.CC(C)=O.Cl. The catalyst is O. The product is [ClH:1].[O:2]1[C:6]2[CH:7]=[CH:8][C:9]([CH:11]([CH2:18][C:19]3[O:23][N:22]=[C:21]([CH2:24][CH2:25][CH2:26][CH2:27][NH:28][C:29](=[NH:31])[CH3:30])[N:20]=3)[CH2:12][C:13]([OH:15])=[O:14])=[CH:10][C:5]=2[O:4][CH2:3]1. The yield is 0.520. (6) The reactants are [CH:1]([SiH:4]([CH:15]([CH3:17])[CH3:16])[C:5]1[CH:6]=[C:7]([CH:12]=[CH:13][CH:14]=1)[C:8]([O:10]C)=[O:9])([CH3:3])[CH3:2].[OH-:18].[Na+]. The catalyst is CO. The product is [OH:18][Si:4]([CH:15]([CH3:17])[CH3:16])([CH:1]([CH3:3])[CH3:2])[C:5]1[CH:6]=[C:7]([CH:12]=[CH:13][CH:14]=1)[C:8]([OH:10])=[O:9]. The yield is 0.880.